Dataset: Forward reaction prediction with 1.9M reactions from USPTO patents (1976-2016). Task: Predict the product of the given reaction. (1) Given the reactants C(OC(=O)[NH:10][CH:11]([C:15]1[N:16]([CH2:26][C:27]2[CH:32]=[CH:31][CH:30]=[CH:29][CH:28]=2)[C:17](=[O:25])[C:18]2[CH:24]=[N:23][CH:22]=[CH:21][C:19]=2[N:20]=1)[CH:12]([CH3:14])[CH3:13])C1C=CC=CC=1, predict the reaction product. The product is: [NH2:10][CH:11]([C:15]1[N:16]([CH2:26][C:27]2[CH:32]=[CH:31][CH:30]=[CH:29][CH:28]=2)[C:17](=[O:25])[C:18]2[CH:24]=[N:23][CH:22]=[CH:21][C:19]=2[N:20]=1)[CH:12]([CH3:14])[CH3:13]. (2) Given the reactants Cl.[CH2:2]([O:9][C:10]([NH:12][C:13]1[CH:33]=[CH:32][C:16]([O:17][C:18]2[CH:23]=[CH:22][N:21]=[C:20]([NH:24]C(=O)OC(C)(C)C)[CH:19]=2)=[CH:15][C:14]=1[F:34])=[O:11])[C:3]1[CH:8]=[CH:7][CH:6]=[CH:5][CH:4]=1, predict the reaction product. The product is: [NH2:24][C:20]1[CH:19]=[C:18]([O:17][C:16]2[CH:32]=[CH:33][C:13]([NH:12][C:10](=[O:11])[O:9][CH2:2][C:3]3[CH:8]=[CH:7][CH:6]=[CH:5][CH:4]=3)=[C:14]([F:34])[CH:15]=2)[CH:23]=[CH:22][N:21]=1. (3) Given the reactants [F:1][C:2]1[CH:7]=[C:6]([S:8]([CH3:11])(=[O:10])=[O:9])[CH:5]=[CH:4][C:3]=1[NH:12][C@H:13]1[CH2:17][CH2:16][N:15]([CH:18]2[CH2:23][CH2:22][NH:21][CH2:20][CH2:19]2)[C:14]1=[O:24].C(N(C(C)C)C(C)C)C.[Cl:34][C:35]1[C:36](Cl)=[N:37][CH:38]=[C:39]([CH:44]=1)[C:40]([O:42][CH3:43])=[O:41], predict the reaction product. The product is: [Cl:34][C:35]1[C:36]([N:21]2[CH2:22][CH2:23][CH:18]([N:15]3[CH2:16][CH2:17][C@H:13]([NH:12][C:3]4[CH:4]=[CH:5][C:6]([S:8]([CH3:11])(=[O:10])=[O:9])=[CH:7][C:2]=4[F:1])[C:14]3=[O:24])[CH2:19][CH2:20]2)=[N:37][CH:38]=[C:39]([CH:44]=1)[C:40]([O:42][CH3:43])=[O:41]. (4) Given the reactants [NH:1]1[CH2:4][CH:3]([NH:5][C:6](=[O:12])OC(C)(C)C)[CH2:2]1.[CH:13](N(CC)C(C)C)(C)C.C(Cl)(=O)C.[F:26][C:27]([F:32])([F:31])[C:28]([OH:30])=[O:29], predict the reaction product. The product is: [F:26][C:27]([F:32])([F:31])[C:28]([OH:30])=[O:29].[NH:1]1[CH2:4][CH:3]([NH:5][C:6](=[O:12])[CH3:13])[CH2:2]1. (5) Given the reactants [Si]([O:8][CH2:9][CH2:10][N:11]1[C:20]2[C:15](=[N:16][CH:17]=[CH:18][CH:19]=2)[CH2:14][CH:13]([NH:21][C:22]([C:24]2[NH:33][C:27]3=[CH:28][N:29]=[C:30]([Cl:32])[CH:31]=[C:26]3[CH:25]=2)=[O:23])[C:12]1=[O:34])(C(C)(C)C)(C)C.[F-].C([N+](CCCC)(CCCC)CCCC)CCC, predict the reaction product. The product is: [OH:8][CH2:9][CH2:10][N:11]1[C:20]2[C:15](=[N:16][CH:17]=[CH:18][CH:19]=2)[CH2:14][CH:13]([NH:21][C:22]([C:24]2[NH:33][C:27]3=[CH:28][N:29]=[C:30]([Cl:32])[CH:31]=[C:26]3[CH:25]=2)=[O:23])[C:12]1=[O:34]. (6) Given the reactants [C:1]([O:5][C:6]([N:8]1[CH2:12][CH:11]=[C:10]([C:13]2[CH:18]=[CH:17][C:16]([C:19]#N)=[CH:15][C:14]=2[C:21]([F:24])([F:23])[F:22])[CH2:9]1)=[O:7])([CH3:4])([CH3:3])[CH3:2].[OH2:25].[OH-:26].[Na+], predict the reaction product. The product is: [C:1]([O:5][C:6]([N:8]1[CH2:12][CH:11]=[C:10]([C:13]2[CH:18]=[CH:17][C:16]([C:19]([OH:26])=[O:25])=[CH:15][C:14]=2[C:21]([F:24])([F:23])[F:22])[CH2:9]1)=[O:7])([CH3:4])([CH3:3])[CH3:2]. (7) The product is: [C:31]([O:35][C:36]([N:38]1[CH2:43][CH2:42][C:41]([NH:56][C:16]([C:13]2[N:12]3[C@@:8]([CH2:7][C:6]4[CH:5]=[CH:4][C:3]([C:1]#[N:2])=[CH:30][CH:29]=4)([CH3:28])[C:9](=[O:27])[N:10]([C:19]4[CH:24]=[C:23]([Cl:25])[CH:22]=[C:21]([Cl:26])[CH:20]=4)[C:11]3=[N:15][CH:14]=2)=[O:18])([C:44](=[O:55])[NH:45][C:46]2([C:49]3[CH:54]=[CH:53][CH:52]=[CH:51][N:50]=3)[CH2:48][CH2:47]2)[CH2:40][CH2:39]1)=[O:37])([CH3:34])([CH3:32])[CH3:33]. Given the reactants [C:1]([C:3]1[CH:30]=[CH:29][C:6]([CH2:7][C@@:8]2([CH3:28])[N:12]3[C:13]([C:16]([OH:18])=O)=[CH:14][N:15]=[C:11]3[N:10]([C:19]3[CH:24]=[C:23]([Cl:25])[CH:22]=[C:21]([Cl:26])[CH:20]=3)[C:9]2=[O:27])=[CH:5][CH:4]=1)#[N:2].[C:31]([O:35][C:36]([N:38]1[CH2:43][CH2:42][C:41]([NH2:56])([C:44](=[O:55])[NH:45][C:46]2([C:49]3[CH:54]=[CH:53][CH:52]=[CH:51][N:50]=3)[CH2:48][CH2:47]2)[CH2:40][CH2:39]1)=[O:37])([CH3:34])([CH3:33])[CH3:32].CN(C(ON1N=NC2C=CC=NC1=2)=[N+](C)C)C.F[P-](F)(F)(F)(F)F.C(N(C(C)C)CC)(C)C, predict the reaction product. (8) The product is: [CH3:16][N:6]1[CH:5]=[C:4]([O:8][CH3:9])[CH:3]=[C:2](/[CH:14]=[CH:13]/[CH2:12][CH:11]([OH:15])[CH3:10])[CH2:7]1. Given the reactants Br[C:2]1[CH:3]=[C:4]([O:8][CH3:9])[CH:5]=[N:6][CH:7]=1.[CH3:10][CH:11]([OH:15])[CH2:12][CH:13]=[CH2:14].[C:16]1(C)C=CC=CC=1P(C1C=CC=CC=1C)C1C=CC=CC=1C, predict the reaction product. (9) Given the reactants [C:1]([NH:4][CH2:5][CH2:6][CH2:7][S:8]([O:11][CH2:12][C:13]([CH3:26])([CH3:25])[C@@H:14]([O:17][Si:18]([CH3:24])([CH3:23])[C:19]([CH3:22])([CH3:21])[CH3:20])[CH:15]=[O:16])(=[O:10])=[O:9])(=[O:3])[CH3:2].CC(C)=[O:29], predict the reaction product. The product is: [C:1]([NH:4][CH2:5][CH2:6][CH2:7][S:8]([O:11][CH2:12][C:13]([CH3:26])([CH3:25])[C@@H:14]([O:17][Si:18]([CH3:24])([CH3:23])[C:19]([CH3:20])([CH3:22])[CH3:21])[C:15]([OH:29])=[O:16])(=[O:10])=[O:9])(=[O:3])[CH3:2]. (10) Given the reactants [N:1]1[CH:6]=[CH:5][CH:4]=[N:3][C:2]=1[CH2:7][C:8]([CH3:10])=O.[NH2:11][O:12][CH:13]1[CH2:16][N:15]([CH:17]([C:24]2[CH:29]=[CH:28][CH:27]=[CH:26][CH:25]=2)[C:18]2[CH:23]=[CH:22][CH:21]=[CH:20][CH:19]=2)[CH2:14]1, predict the reaction product. The product is: [C:24]1([CH:17]([C:18]2[CH:23]=[CH:22][CH:21]=[CH:20][CH:19]=2)[N:15]2[CH2:16][CH:13]([O:12]/[N:11]=[C:8](\[CH3:10])/[CH2:7][C:2]3[N:3]=[CH:4][CH:5]=[CH:6][N:1]=3)[CH2:14]2)[CH:25]=[CH:26][CH:27]=[CH:28][CH:29]=1.